From a dataset of Catalyst prediction with 721,799 reactions and 888 catalyst types from USPTO. Predict which catalyst facilitates the given reaction. (1) Reactant: [CH2:1]([C@@H:3]1[O:5][CH2:4]1)Cl.[CH3:6][C:7]1([CH3:18])[CH2:16][CH2:15][CH2:14][C:13]2[CH:12]=[C:11]([OH:17])[CH:10]=[CH:9][C:8]1=2.C(=O)([O-])[O-].[K+].[K+]. Product: [CH3:6][C:7]1([CH3:18])[CH2:16][CH2:15][CH2:14][C:13]2[CH:12]=[C:11]([O:17][CH2:1][C@@H:3]3[CH2:4][O:5]3)[CH:10]=[CH:9][C:8]1=2. The catalyst class is: 21. (2) Reactant: [F-].C([N+](CCCC)(CCCC)CCCC)CCC.[Si]([O:26][C:27]1[CH:32]=[CH:31][C:30]([CH2:33][O:34][Si:35]([C:38]([CH3:41])([CH3:40])[CH3:39])([CH3:37])[CH3:36])=[CH:29][CH:28]=1)(C(C)(C)C)(C)C.[NH4+].[Cl-].CCOCC. Product: [Si:35]([O:34][CH2:33][C:30]1[CH:31]=[CH:32][C:27]([OH:26])=[CH:28][CH:29]=1)([C:38]([CH3:41])([CH3:40])[CH3:39])([CH3:37])[CH3:36]. The catalyst class is: 1.